This data is from Experimentally validated miRNA-target interactions with 360,000+ pairs, plus equal number of negative samples. The task is: Binary Classification. Given a miRNA mature sequence and a target amino acid sequence, predict their likelihood of interaction. (1) The miRNA is hsa-miR-596 with sequence AAGCCUGCCCGGCUCCUCGGG. The protein sequence of the target gene is MKLLLLALPMLVLLPQVIPAYSGEKKCWNRSGHCRKQCKDGEAVKDTCKNLRACCIPSNEDHRRVPATSPTPLSDSTPGIIDDILTVRFTTDYFEVSSKKDMVEESEAGRGTETSLPNVHHSS. Result: 0 (no interaction). (2) The miRNA is hsa-miR-625-5p with sequence AGGGGGAAAGUUCUAUAGUCC. The protein sequence of the target gene is MFRDFGEPGPSSGNGGGYGGPAQPPAAAQAAQQKFHLVPSINTMSGSQELQWMVQPHFLGPSSYPRPLTYPQYSPPQPRPGVIRALGPPPGVRRRPCEQISPEEEERRRVRRERNKLAAAKCRNRRKELTDFLQAETDKLEDEKSGLQREIEELQKQKERLELVLEAHRPICKIPEGAKEGDTGSTSGTSSPPAPCRPVPCISLSPGPVLEPEALHTPTLMTTPSLTPFTPSLVFTYPSTPEPCASAHRKSSSSSGDPSSDPLGSPTLLAL. Result: 1 (interaction). (3) Result: 0 (no interaction). The miRNA is hsa-miR-23c with sequence AUCACAUUGCCAGUGAUUACCC. The protein sequence of the target gene is MAVVNTSIPGLSGENPHYIPGYTGHCPLLRFSMGQTYGQVTGQLLRGPPGLAWPPAHRTLLPPIQSPRSPVISKGRLPPRRGHERLSSSIIPGYTGFIPRAQFIFAKNCNQVWAEAMSEFTRRHGEQESHQLPDGAKGEREVEEDQLREAEEPPLKQELAHASPYSMDDTDPHKFFMSGFTGYVPRARFLFGSSFPVLTNQALQEFGQMCSRGRAHKDPKPLSPLPRPTFQNLGLLPHYGGYVPGYKFQFGGTFGHLTHDALGLSITQKQLPA. (4) The protein sequence of the target gene is MLARAPPRRPPRLVLLRLLLLHLLLLALRARCLSAEPGQGAQTWARFARAPAPEAAGLLHDTFPDGFLWAVGSAAYQTEGGWRQHGKGASIWDTFTHHSGAAPSDSPIVVAPSGAPSPPLSSTGDVASDSYNNVYRDTEGLRELGVTHYRFSISWARVLPNGTAGTPNREGLRYYRRLLERLRELGVQPVVTLYHWDLPQRLQDTYGGWANRALADHFRDYAELCFRHFGGQVKYWITIDNPYVVAWHGYATGRLAPGVRGSSRLGYLVAHNLLLAHAKVWHLYNTSFRPTQGGRVSIAL.... Result: 1 (interaction). The miRNA is mmu-miR-290a-5p with sequence ACUCAAACUAUGGGGGCACUUU. (5) The miRNA is mmu-miR-214-3p with sequence ACAGCAGGCACAGACAGGCAGU. The protein sequence of the target gene is MYSEWRSLHLVIQNDQGHTSVLHSYPESVGREVANAVVRPLGQVLGTPSVAGSENLLKTDKEVKWTMEVICYGLTLPLDGETVKYCVDVYTDWIMALVLPKDSIPLPVIKEPNQYVQTILKHLQNLFVPRQEQGSSQIRLCLQVLRAIQKLARESSLMARETWEVLLLFLLQINDILLAPPTVQGGIAENLAEKLIGVLFEVWLLACTRCFPTPPYWKTAKEMVANWRHHPAVVEQWSKVICALTSRLLRFTYGPSFPAFKVPDEDASLIPPEMDNECVAQTWFRFLHMLSNPVDLSNPA.... Result: 0 (no interaction).